Dataset: Catalyst prediction with 721,799 reactions and 888 catalyst types from USPTO. Task: Predict which catalyst facilitates the given reaction. (1) Reactant: [CH3:1][S:2][C:3]1[CH:8]=[CH:7][CH:6]=[CH:5][C:4]=1[NH:9]N.[NH:11]1[CH2:16][CH2:15][C:14](=O)[CH2:13][CH2:12]1.Cl. Product: [CH3:1][S:2][C:3]1[C:4]2[NH:9][C:14]3[CH2:15][CH2:16][NH:11][CH2:12][C:13]=3[C:5]=2[CH:6]=[CH:7][CH:8]=1. The catalyst class is: 8. (2) Reactant: [CH:1]1([NH:4][C:5](=[O:22])[C:6]2[CH:11]=[C:10]([CH2:12][CH2:13][CH2:14][O:15][CH3:16])[CH:9]=[C:8]([CH2:17][CH2:18][CH2:19][O:20][CH3:21])[CH:7]=2)[CH2:3][CH2:2]1.CN(CCN(C)C)C.C([Li])(C)(C)C.[Br:36]C(F)(F)C(F)(F)Br. Product: [Br:36][C:7]1[C:8]([CH2:17][CH2:18][CH2:19][O:20][CH3:21])=[CH:9][C:10]([CH2:12][CH2:13][CH2:14][O:15][CH3:16])=[CH:11][C:6]=1[C:5]([NH:4][CH:1]1[CH2:3][CH2:2]1)=[O:22]. The catalyst class is: 1. (3) Reactant: [CH3:1][N:2]([CH3:15])[CH2:3][CH2:4][N:5]1[C:9]2[CH:10]=[CH:11][CH:12]=[CH:13][C:8]=2[NH:7][C:6]1=[O:14].[Cl:16][C:17]1[S:21][C:20]([S:22](Cl)(=[O:24])=[O:23])=[CH:19][CH:18]=1.C(N(C(C)C)CC)(C)C.CN(C1C=CC=CN=1)C. Product: [Cl:16][C:17]1[S:21][C:20]([S:22]([N:7]2[C:8]3[CH:13]=[CH:12][CH:11]=[CH:10][C:9]=3[N:5]([CH2:4][CH2:3][N:2]([CH3:15])[CH3:1])[C:6]2=[O:14])(=[O:24])=[O:23])=[CH:19][CH:18]=1. The catalyst class is: 1. (4) Reactant: [C:1]1([S:7]([N:10]2[C:18]3[C:13](=[CH:14][C:15]([CH2:19][OH:20])=[CH:16][CH:17]=3)[CH:12]=[C:11]2[C:21]2[CH:26]=[CH:25][CH:24]=[CH:23][CH:22]=2)(=[O:9])=[O:8])[CH:6]=[CH:5][CH:4]=[CH:3][CH:2]=1.N1C=CN=C1.Cl[Si:33]([CH:40]([CH3:42])[CH3:41])([CH:37]([CH3:39])[CH3:38])[CH:34]([CH3:36])[CH3:35].O. Product: [C:1]1([S:7]([N:10]2[C:18]3[C:13](=[CH:14][C:15]([CH2:19][O:20][Si:33]([CH:40]([CH3:42])[CH3:41])([CH:37]([CH3:39])[CH3:38])[CH:34]([CH3:36])[CH3:35])=[CH:16][CH:17]=3)[CH:12]=[C:11]2[C:21]2[CH:22]=[CH:23][CH:24]=[CH:25][CH:26]=2)(=[O:8])=[O:9])[CH:6]=[CH:5][CH:4]=[CH:3][CH:2]=1. The catalyst class is: 9.